Task: Predict the reactants needed to synthesize the given product.. Dataset: Full USPTO retrosynthesis dataset with 1.9M reactions from patents (1976-2016) (1) Given the product [CH3:14][O:13][C:11](=[O:12])[CH:10]([N:8]([CH2:1][C:2]1[CH:7]=[CH:6][CH:5]=[CH:4][CH:3]=1)[CH3:9])[C:15]([NH:20][CH3:19])=[O:17], predict the reactants needed to synthesize it. The reactants are: [CH2:1]([N:8]([CH:10]([C:15]([O:17]C)=O)[C:11]([O:13][CH3:14])=[O:12])[CH3:9])[C:2]1[CH:7]=[CH:6][CH:5]=[CH:4][CH:3]=1.[CH3:19][NH2:20].CO. (2) Given the product [CH3:14][C:2]1[C:3]([C:8]2[CH:13]=[CH:12][CH:11]=[CH:10][CH:9]=2)=[C:4]([OH:6])[N:21]([C:15]2[CH:20]=[CH:19][CH:18]=[CH:17][CH:16]=2)[N:22]=1, predict the reactants needed to synthesize it. The reactants are: O=[C:2]([CH3:14])[CH:3]([C:8]1[CH:13]=[CH:12][CH:11]=[CH:10][CH:9]=1)[C:4]([O:6]C)=O.[C:15]1([NH:21][NH2:22])[CH:20]=[CH:19][CH:18]=[CH:17][CH:16]=1. (3) Given the product [C:26]([C:28](=[CH:16][C:13]1[CH:12]=[CH:11][C:10]2[C:9]3[C:4](=[CH:5][C:6]([N:18]4[CH2:23][CH2:22][CH2:21][CH2:20][CH2:19]4)=[CH:7][CH:8]=3)[C:3]([CH2:24][CH3:25])([CH2:1][CH3:2])[C:15]=2[CH:14]=1)[C:29]([OH:31])=[O:30])#[N:27], predict the reactants needed to synthesize it. The reactants are: [CH2:1]([C:3]1([CH2:24][CH3:25])[C:15]2[CH:14]=[C:13]([CH:16]=O)[CH:12]=[CH:11][C:10]=2[C:9]2[C:4]1=[CH:5][C:6]([N:18]1[CH2:23][CH2:22][CH2:21][CH2:20][CH2:19]1)=[CH:7][CH:8]=2)[CH3:2].[C:26]([CH2:28][C:29]([OH:31])=[O:30])#[N:27]. (4) Given the product [Cl:1][C:2]1[CH:3]=[C:4]([NH:9][C:10]2[C:19]3[C:14](=[CH:15][C:16]([O:28][CH:29]4[CH2:33][CH2:32][CH2:31][CH2:30]4)=[C:17]([OH:20])[CH:18]=3)[N:13]=[CH:12][N:11]=2)[CH:5]=[CH:6][C:7]=1[F:8], predict the reactants needed to synthesize it. The reactants are: [Cl:1][C:2]1[CH:3]=[C:4]([NH:9][C:10]2[C:19]3[C:14](=[CH:15][C:16]([O:28][CH:29]4[CH2:33][CH2:32][CH2:31][CH2:30]4)=[C:17]([O:20]CC4C=CC=CC=4)[CH:18]=3)[N:13]=[CH:12][N:11]=2)[CH:5]=[CH:6][C:7]=1[F:8]. (5) The reactants are: [CH3:1][CH:2]([CH3:20])[CH2:3][NH:4][C:5]1[C:6]2[N:7]([CH:17]=[CH:18][N:19]=2)[CH:8]=[C:9]([C:11]2[CH:16]=[CH:15][CH:14]=[CH:13][CH:12]=2)[N:10]=1.C1C(=O)N([Br:28])C(=O)C1.S([O-])([O-])=O.[Na+].[Na+].C(OCC)(=O)C. Given the product [Br:28][C:8]1[N:7]2[CH:17]=[CH:18][N:19]=[C:6]2[C:5]([NH:4][CH2:3][CH:2]([CH3:20])[CH3:1])=[N:10][C:9]=1[C:11]1[CH:16]=[CH:15][CH:14]=[CH:13][CH:12]=1, predict the reactants needed to synthesize it. (6) Given the product [C:26]1([CH2:25][C:24]([C:2]2[CH:7]=[CH:6][C:5]([C:8]34[CH2:14][CH:12]([CH2:13]3)[O:11][C:10](=[O:15])[NH:9]4)=[CH:4][CH:3]=2)=[O:32])[CH:31]=[CH:30][CH:29]=[CH:28][CH:27]=1, predict the reactants needed to synthesize it. The reactants are: Br[C:2]1[CH:7]=[CH:6][C:5]([C:8]23[CH2:14][CH:12]([CH2:13]2)[O:11][C:10](=[O:15])[NH:9]3)=[CH:4][CH:3]=1.[Li]CCCC.CON(C)[C:24](=[O:32])[CH2:25][C:26]1[CH:31]=[CH:30][CH:29]=[CH:28][CH:27]=1.